Dataset: Full USPTO retrosynthesis dataset with 1.9M reactions from patents (1976-2016). Task: Predict the reactants needed to synthesize the given product. (1) Given the product [F:31][C:10]1[CH:11]=[C:12]([C:15]2[C:16](=[O:30])[N:17]([CH3:29])[C:18]([NH:21][C:22]3[CH:27]=[CH:26][C:25]([F:28])=[CH:24][CH:23]=3)=[N:19][CH:20]=2)[CH:13]=[CH:14][C:9]=1[OH:8], predict the reactants needed to synthesize it. The reactants are: C([O:8][C:9]1[CH:14]=[CH:13][C:12]([C:15]2[C:16](=[O:30])[N:17]([CH3:29])[C:18]([NH:21][C:22]3[CH:27]=[CH:26][C:25]([F:28])=[CH:24][CH:23]=3)=[N:19][CH:20]=2)=[CH:11][C:10]=1[F:31])C1C=CC=CC=1. (2) Given the product [C:6]([C:5]1[CH:8]=[CH:9][C:2]([NH:10][C:11]2[CH:19]=[CH:18][CH:17]=[CH:16][C:12]=2[C:13]([NH2:15])=[O:14])=[CH:3][CH:4]=1)#[N:7], predict the reactants needed to synthesize it. The reactants are: Br[C:2]1[CH:9]=[CH:8][C:5]([C:6]#[N:7])=[CH:4][CH:3]=1.[NH2:10][C:11]1[CH:19]=[CH:18][CH:17]=[CH:16][C:12]=1[C:13]([NH2:15])=[O:14].CCCCCC.